This data is from Peptide-MHC class II binding affinity with 134,281 pairs from IEDB. The task is: Regression. Given a peptide amino acid sequence and an MHC pseudo amino acid sequence, predict their binding affinity value. This is MHC class II binding data. (1) The peptide sequence is RGLRTLILAPTRVVA. The MHC is DRB1_0802 with pseudo-sequence DRB1_0802. The binding affinity (normalized) is 0.876. (2) The peptide sequence is VKIEYSGTNNKTMAV. The MHC is DRB3_0101 with pseudo-sequence DRB3_0101. The binding affinity (normalized) is 0.199. (3) The peptide sequence is LRDDQRKVFRELVRN. The MHC is HLA-DQA10201-DQB10301 with pseudo-sequence HLA-DQA10201-DQB10301. The binding affinity (normalized) is 0. (4) The peptide sequence is PIYIVTPTNASHIQS. The MHC is DRB1_1001 with pseudo-sequence DRB1_1001. The binding affinity (normalized) is 0.610. (5) The peptide sequence is MERRFTSHLPVAQRG. The MHC is DRB4_0103 with pseudo-sequence DRB4_0103. The binding affinity (normalized) is 0.664. (6) The peptide sequence is TEAVQKIATESIVIWGKTPKFRL. The MHC is HLA-DQA10401-DQB10402 with pseudo-sequence HLA-DQA10401-DQB10402. The binding affinity (normalized) is 0.254. (7) The peptide sequence is PTTIAKNSVKSVAKL. The MHC is DRB1_0101 with pseudo-sequence DRB1_0101. The binding affinity (normalized) is 0.657. (8) The MHC is HLA-DQA10501-DQB10201 with pseudo-sequence HLA-DQA10501-DQB10201. The peptide sequence is EKKYFAGTQFEPLAA. The binding affinity (normalized) is 0.534. (9) The peptide sequence is GAMAKKGDEQKLRSA. The MHC is DRB3_0101 with pseudo-sequence DRB3_0101. The binding affinity (normalized) is 0.199. (10) The peptide sequence is ISSQYYIQQNGNLCY. The MHC is HLA-DQA10102-DQB10502 with pseudo-sequence HLA-DQA10102-DQB10502. The binding affinity (normalized) is 0.559.